This data is from Reaction yield outcomes from USPTO patents with 853,638 reactions. The task is: Predict the reaction yield, written as a fraction of the theoretical maximum amount of product (1.0 means a 100% yield; for example, 0.34 means a 34% yield). (1) The reactants are [Si:1]([O:18][CH2:19][C:20]1[CH:21]=[C:22]2[C:26](=[CH:27][C:28]=1[S:29]([CH3:32])(=[O:31])=[O:30])[N:25]([S:33]([CH3:36])(=[O:35])=[O:34])[C:24]([CH:37]([OH:41])[CH:38]([CH3:40])[CH3:39])=[CH:23]2)([C:14]([CH3:17])([CH3:16])[CH3:15])([C:8]1[CH:13]=[CH:12][CH:11]=[CH:10][CH:9]=1)[C:2]1[CH:7]=[CH:6][CH:5]=[CH:4][CH:3]=1.CC(OI1(OC(C)=O)(OC(C)=O)OC(=O)C2C=CC=CC1=2)=O. The catalyst is C(Cl)Cl. The product is [Si:1]([O:18][CH2:19][C:20]1[CH:21]=[C:22]2[C:26](=[CH:27][C:28]=1[S:29]([CH3:32])(=[O:31])=[O:30])[N:25]([S:33]([CH3:36])(=[O:34])=[O:35])[C:24]([C:37](=[O:41])[CH:38]([CH3:39])[CH3:40])=[CH:23]2)([C:14]([CH3:15])([CH3:16])[CH3:17])([C:8]1[CH:9]=[CH:10][CH:11]=[CH:12][CH:13]=1)[C:2]1[CH:7]=[CH:6][CH:5]=[CH:4][CH:3]=1. The yield is 0.860. (2) The reactants are [C:1]([C:3]1[CH:4]=[C:5]([NH:9][C:10]2[C:19]3[C:14](=[CH:15][C:16]([O:23][C@H:24]4[CH2:28][CH2:27][O:26][CH2:25]4)=[C:17]([N+:20]([O-])=O)[CH:18]=3)[N:13]=[CH:12][N:11]=2)[CH:6]=[CH:7][CH:8]=1)#[CH:2].Cl.N.CO.O. The catalyst is [Fe].CC(=O)OCC. The product is [C:1]([C:3]1[CH:4]=[C:5]([NH:9][C:10]2[C:19]3[C:14](=[CH:15][C:16]([O:23][C@H:24]4[CH2:28][CH2:27][O:26][CH2:25]4)=[C:17]([NH2:20])[CH:18]=3)[N:13]=[CH:12][N:11]=2)[CH:6]=[CH:7][CH:8]=1)#[CH:2]. The yield is 0.489. (3) The yield is 0.100. The reactants are Cl.[CH3:2][NH:3][OH:4].[CH3:5][O-:6].[Na+].[Br:8][C:9]1[CH:10]=[C:11]2C(=[CH:17][CH:18]=1)O[CH:14]([CH:19]1[CH2:24][CH2:23][CH2:22][O:21][CH2:20]1)[CH2:13]/[C:12]/2=[N:25]\[C:26]#[N:27]. The product is [Br:8][C:9]1[CH:10]=[C:11]2[C:12]3([O:4][N:3]([CH3:2])[C:26]([NH2:27])=[N:25]3)[CH2:13][CH:14]([CH:19]3[CH2:24][CH2:23][CH2:22][O:21][CH2:20]3)[O:6][C:5]2=[CH:17][CH:18]=1. The catalyst is CO. (4) The reactants are [N+:1]([C:4]1[CH:5]=[C:6]([CH:8]=[CH:9][CH:10]=1)[NH2:7])([O-:3])=[O:2].C(=O)(O)[O-].[K+].Cl[CH2:17][C:18](Cl)=[O:19].[NH2:21][C@H:22]([CH3:25])[CH2:23][OH:24]. The catalyst is O.CCOC(C)=O. The product is [OH:24][CH2:23][C@H:22]([NH:21][CH2:17][C:18]([NH:7][C:6]1[CH:8]=[CH:9][CH:10]=[C:4]([N+:1]([O-:3])=[O:2])[CH:5]=1)=[O:19])[CH3:25]. The yield is 0.620.